From a dataset of Catalyst prediction with 721,799 reactions and 888 catalyst types from USPTO. Predict which catalyst facilitates the given reaction. (1) Reactant: [S:1]1[C:5]2[CH:6]=[CH:7][CH:8]=[CH:9][C:4]=2[N:3]=[C:2]1[C:10](=[C:13](Cl)[C:14]1O[CH:16]=[CH:17][CH:18]=1)[C:11]#[N:12].[OH2:20].[NH2:21][NH2:22]. Product: [S:1]1[C:5]2[CH:6]=[CH:7][CH:8]=[CH:9][C:4]=2[N:3]=[C:2]1[C:10]1[C:13]([C:14]2[O:20][CH:16]=[CH:17][CH:18]=2)=[N:22][NH:21][C:11]=1[NH2:12]. The catalyst class is: 5. (2) Reactant: [Cl:1][C:2]1[CH:7]=[C:6]([Cl:8])[CH:5]=[CH:4][C:3]=1[C@H:9]([N:11]1[C:15]2[CH:16]=[C:17]([N:20]3[CH2:25][CH2:24][NH:23][CH2:22][CH2:21]3)[CH:18]=[CH:19][C:14]=2[N:13]=[CH:12]1)[CH3:10].C(OC([N:33]1[CH2:37][CH2:36][CH2:35][C@@H:34]1[C:38](O)=[O:39])=O)(C)(C)C.CN(C(ON1N=NC2C=CC=NC1=2)=[N+](C)C)C.F[P-](F)(F)(F)(F)F.C(N(CC)CC)C. Product: [Cl:1][C:2]1[CH:7]=[C:6]([Cl:8])[CH:5]=[CH:4][C:3]=1[C@H:9]([N:11]1[C:15]2[CH:16]=[C:17]([N:20]3[CH2:21][CH2:22][N:23]([C:38]([C@H:34]4[CH2:35][CH2:36][CH2:37][NH:33]4)=[O:39])[CH2:24][CH2:25]3)[CH:18]=[CH:19][C:14]=2[N:13]=[CH:12]1)[CH3:10]. The catalyst class is: 96. (3) The catalyst class is: 17. Product: [C:1]([C:3]1[N:4]=[C:5]2[C:18](=[N:19][O:20][C:21](=[O:23])[CH3:22])[C:17]3[CH:16]=[CH:15][CH:14]=[CH:13][C:12]=3[C:6]2=[N:7][C:8]=1[C:9]([NH2:11])=[O:10])#[N:2]. Reactant: [C:1]([C:3]1[N:4]=[C:5]2[C:18](=[N:19][OH:20])[C:17]3[CH:16]=[CH:15][CH:14]=[CH:13][C:12]=3[C:6]2=[N:7][C:8]=1[C:9]([NH2:11])=[O:10])#[N:2].[C:21](Cl)(=[O:23])[CH3:22].O. (4) Reactant: [C:1]([NH2:9])(=[O:8])[C:2]1[CH:7]=[CH:6][CH:5]=[N:4][CH:3]=1.[N+:10]([C:13]1[CH:18]=[C:17]([N+:19]([O-:21])=[O:20])[CH:16]=[CH:15][C:14]=1[Cl:22])([O-:12])=[O:11].CCOCC. Product: [Cl-:22].[C:1]([C:2]1[CH:3]=[N+:4]([C:14]2[CH:15]=[CH:16][C:17]([N+:19]([O-:21])=[O:20])=[CH:18][C:13]=2[N+:10]([O-:12])=[O:11])[CH:5]=[CH:6][CH:7]=1)(=[O:8])[NH2:9]. The catalyst class is: 5. (5) Reactant: Br[CH:2]([CH:13](Br)[C:14]1[CH:19]=[CH:18][C:17]([O:20][CH3:21])=[CH:16][CH:15]=1)[C:3]([C:5]1[CH:10]=[CH:9][CH:8]=[C:7]([O:11][CH3:12])[CH:6]=1)=O.Cl.[NH2:24][OH:25].C(O)C. Product: [CH3:12][O:11][C:7]1[CH:6]=[C:5]([C:3]2[CH:2]=[C:13]([C:14]3[CH:19]=[CH:18][C:17]([O:20][CH3:21])=[CH:16][CH:15]=3)[O:25][N:24]=2)[CH:10]=[CH:9][CH:8]=1. The catalyst class is: 6.